This data is from Full USPTO retrosynthesis dataset with 1.9M reactions from patents (1976-2016). The task is: Predict the reactants needed to synthesize the given product. (1) Given the product [Cl:26][C:1]1[C:3]([O:37][CH3:41])=[C:20]([O:22][CH3:23])[CH:7]=[CH:5][N:4]=1, predict the reactants needed to synthesize it. The reactants are: [CH:1]([NH:4][CH:5]([CH3:7])C)([CH3:3])C.C1CCCC1.C1([Li])C=CC=CC=1.[CH2:20]([O:22][CH2:23]C)C.N.[Cl-:26].[NH4+].OO.S([O-])([O-])(=O)=S.[Na+].[Na+].[O:37]1[CH2:41]CCC1. (2) Given the product [CH3:11][O:12][C:13]1[C:21]2[O:20][C:19]([CH3:23])([CH3:22])[CH2:18][C:17]=2[CH:16]=[C:15]([CH:24]([OH:25])[CH:1]([CH3:3])[CH3:2])[CH:14]=1, predict the reactants needed to synthesize it. The reactants are: [CH:1]([Mg]Br)([CH3:3])[CH3:2].O1CCCC1.[CH3:11][O:12][C:13]1[C:21]2[O:20][C:19]([CH3:23])([CH3:22])[CH2:18][C:17]=2[CH:16]=[C:15]([CH:24]=[O:25])[CH:14]=1.[Cl-].[NH4+]. (3) Given the product [F:1][C:2]1([F:24])[CH2:5][CH:4]([CH2:6][O:7][C:8]2[CH:16]=[C:15]3[C:11]([CH2:12][C:13]4([CH2:22][CH2:21][CH:20]([OH:23])[CH2:19][CH2:18]4)[C:14]3=[O:17])=[CH:10][CH:9]=2)[CH2:3]1, predict the reactants needed to synthesize it. The reactants are: [F:1][C:2]1([F:24])[CH2:5][CH:4]([CH2:6][O:7][C:8]2[CH:16]=[C:15]3[C:11]([CH2:12][C:13]4([CH2:22][CH2:21][C:20](=[O:23])[CH2:19][CH2:18]4)[C:14]3=[O:17])=[CH:10][CH:9]=2)[CH2:3]1.CO.[B-][N+](C)(C)C.O.C(O)(=O)CC(CC(O)=O)(C(O)=O)O. (4) Given the product [Cl:1][C:2]1[C:7]([F:8])=[C:6]([O:9][CH3:10])[CH:5]=[CH:4][C:3]=1[CH:11]([NH:19][C:20]1[CH:29]=[C:28]([F:30])[CH:27]=[C:26]2[C:21]=1[CH:22]=[CH:23][C:24](=[O:31])[NH:25]2)[C:12]([OH:13])([CH2:14][O:33][CH3:32])[C:15]([F:17])([F:16])[F:18], predict the reactants needed to synthesize it. The reactants are: [Cl:1][C:2]1[C:7]([F:8])=[C:6]([O:9][CH3:10])[CH:5]=[CH:4][C:3]=1[CH:11]([NH:19][C:20]1[CH:29]=[C:28]([F:30])[CH:27]=[C:26]2[C:21]=1[CH:22]=[CH:23][C:24](=[O:31])[NH:25]2)[C:12]1([C:15]([F:18])([F:17])[F:16])[CH2:14][O:13]1.[C:32](=O)([O-])[O-:33].[Cs+].[Cs+].O. (5) Given the product [Cl:71][C:68]1[CH:69]=[CH:70][C:65]([N:53]2[CH2:58][CH2:57][CH:56]([C:59]([O:61][CH2:62][CH3:63])=[O:60])[CH2:55][CH2:54]2)=[N:66][CH:67]=1, predict the reactants needed to synthesize it. The reactants are: CC(C)([O-])C.[Na+].C1(P(C2C=CC=CC=2)C2(P(C3C=CC=CC=3)C3C=CC=CC=3)CC=C3C(C=CC=C3)=C2C2C3C(=CC=CC=3)C=CC=2)C=CC=CC=1.[NH:53]1[CH2:58][CH2:57][CH:56]([C:59]([O:61][CH2:62][CH3:63])=[O:60])[CH2:55][CH2:54]1.Br[C:65]1[CH:70]=[CH:69][C:68]([Cl:71])=[CH:67][N:66]=1.[Cl-].[NH4+]. (6) Given the product [Cl:1][C:2]1[N:7]=[CH:6][C:5]2[C:8]([C:25]([NH:66][CH:63]3[CH2:64][CH2:65][O:60][CH2:61][CH2:62]3)=[O:26])=[CH:9][N:10]([CH:11]([CH3:16])[C:12]([F:15])([F:14])[F:13])[C:4]=2[CH:3]=1, predict the reactants needed to synthesize it. The reactants are: [Cl:1][C:2]1[N:7]=[CH:6][C:5]2[C:8](I)=[CH:9][N:10]([CH:11]([CH3:16])[C:12]([F:15])([F:14])[F:13])[C:4]=2[CH:3]=1.CC1(C)C2C=CC=C(P(C3C=CC=CC=3)C3C=CC=CC=3)C=2[O:26][C:25]2C1=CC=CC=2P(C1C=CC=CC=1)C1C=CC=CC=1.[O:60]1[CH2:65][CH2:64][CH:63]([NH2:66])[CH2:62][CH2:61]1.C(N(CC)CC)C.